The task is: Predict the product of the given reaction.. This data is from Forward reaction prediction with 1.9M reactions from USPTO patents (1976-2016). (1) Given the reactants Cl[C:2]1[C:3]2[CH2:11][CH2:10][N:9]([C:12]3[C:17]([Cl:18])=[CH:16][CH:15]=[CH:14][N:13]=3)[CH2:8][C:4]=2[N:5]=[CH:6][N:7]=1.[NH2:19][C:20]1[CH:25]=[CH:24][CH:23]=[CH:22][CH:21]=1, predict the reaction product. The product is: [Cl:18][C:17]1[C:12]([N:9]2[CH2:10][CH2:11][C:3]3[C:2]([NH:19][C:20]4[CH:25]=[CH:24][CH:23]=[CH:22][CH:21]=4)=[N:7][CH:6]=[N:5][C:4]=3[CH2:8]2)=[N:13][CH:14]=[CH:15][CH:16]=1. (2) Given the reactants Cl[C:2]1[CH:7]=[C:6]([C:8]2[CH:13]=[CH:12][CH:11]=[C:10]([CH3:14])[C:9]=2[CH3:15])[N:5]=[C:4]([NH2:16])[N:3]=1.[N:17]1([CH2:22][CH:23]([NH2:25])[CH3:24])[CH:21]=[CH:20][CH:19]=[N:18]1, predict the reaction product. The product is: [CH3:15][C:9]1[C:10]([CH3:14])=[CH:11][CH:12]=[CH:13][C:8]=1[C:6]1[N:5]=[C:4]([NH2:16])[N:3]=[C:2]([NH:25][CH:23]([CH3:24])[CH2:22][N:17]2[CH:21]=[CH:20][CH:19]=[N:18]2)[CH:7]=1. (3) Given the reactants [Br:1][C:2]1[CH:3]=[C:4]([CH:7]=[CH:8][C:9]=1[F:10])[CH:5]=O.[CH2:11]1[C:16](=O)[CH2:15][C:13](=[O:14])[CH2:12]1.[NH2:18][C:19]1[NH:23][N:22]([C:24]2[CH:29]=[CH:28][CH:27]=[CH:26][CH:25]=2)[C:21](=[O:30])[CH:20]=1, predict the reaction product. The product is: [Br:1][C:2]1[CH:3]=[C:4]([CH:5]2[C:20]3[C:21](=[O:30])[N:22]([C:24]4[CH:29]=[CH:28][CH:27]=[CH:26][CH:25]=4)[NH:23][C:19]=3[NH:18][C:16]3[CH2:11][CH2:12][C:13](=[O:14])[C:15]2=3)[CH:7]=[CH:8][C:9]=1[F:10]. (4) Given the reactants [N+]([CH2:14][CH2:15][CH2:16][CH3:17])([CH2:14][CH2:15][CH2:16][CH3:17])([CH2:14][CH2:15][CH2:16][CH3:17])[CH2:14][CH2:15][CH2:16][CH3:17].[F-].O.O.O.[C:22]1([CH3:28])[CH:27]=[CH:26][CH:25]=[CH:24][CH:23]=1.O.[CH3:30]S(C)=O, predict the reaction product. The product is: [C:22]1([CH2:28][CH2:17][CH2:16][C:15]2[CH2:14][CH:30]=2)[CH:27]=[CH:26][CH:25]=[CH:24][CH:23]=1. (5) Given the reactants [Cl:1][C:2]1[CH:3]=[CH:4][C:5]2[N:11]([CH2:12][C:13]([CH3:17])([CH3:16])[CH2:14][OH:15])[C:10](=[O:18])[C@@H:9]([CH2:19][CH:20]([C:22]3[S:23][CH:24]=[C:25]([CH2:27][C:28]([O:30][CH2:31][CH3:32])=[O:29])[N:26]=3)[OH:21])[O:8][C@H:7]([C:33]3[CH:38]=[CH:37][CH:36]=[C:35]([O:39][CH3:40])[C:34]=3[O:41][CH3:42])[C:6]=2[CH:43]=1, predict the reaction product. The product is: [Cl:1][C:2]1[CH:3]=[CH:4][C:5]2[N:11]([CH2:12][C:13]([CH3:16])([CH3:17])[CH2:14][OH:15])[C:10](=[O:18])[C@@H:9]([CH2:19][C:20]([C:22]3[S:23][CH:24]=[C:25]([CH2:27][C:28]([O:30][CH2:31][CH3:32])=[O:29])[N:26]=3)=[O:21])[O:8][C@H:7]([C:33]3[CH:38]=[CH:37][CH:36]=[C:35]([O:39][CH3:40])[C:34]=3[O:41][CH3:42])[C:6]=2[CH:43]=1. (6) Given the reactants [CH3:1][C:2]([C:4]1[CH:9]=[C:8]([Br:10])[CH:7]=[CH:6][C:5]=1[O:11][CH3:12])=[O:3], predict the reaction product. The product is: [Br:10][C:8]1[CH:7]=[CH:6][C:5]([O:11][CH3:12])=[C:4]([CH:2]([OH:3])[CH3:1])[CH:9]=1. (7) Given the reactants [CH3:1][O:2][C:3]1[CH:4]=[CH:5][C:6]([N+:10]([O-:12])=[O:11])=[C:7]([CH:9]=1)[NH2:8].[Br:13][C:14]1[CH:21]=[C:20]([F:22])[C:17]([CH2:18]N)=[C:16]([F:23])[CH:15]=1.CCN(C(C)C)C(C)C, predict the reaction product. The product is: [Br:13][C:14]1[CH:21]=[C:20]([F:22])[C:17]([CH2:18][NH:8][C:7]2[CH:9]=[C:3]([O:2][CH3:1])[CH:4]=[CH:5][C:6]=2[N+:10]([O-:12])=[O:11])=[C:16]([F:23])[CH:15]=1.